From a dataset of Reaction yield outcomes from USPTO patents with 853,638 reactions. Predict the reaction yield, written as a fraction of the theoretical maximum amount of product (1.0 means a 100% yield; for example, 0.34 means a 34% yield). (1) The reactants are [CH3:1][NH:2][CH3:3].C(N(CC)CC)C.[Br:11][C:12]1[CH:17]=[CH:16][C:15]([Cl:18])=[CH:14][C:13]=1[CH2:19][CH2:20][S:21](Cl)(=[O:23])=[O:22]. The catalyst is C1COCC1.CCOC(C)=O. The product is [Br:11][C:12]1[CH:17]=[CH:16][C:15]([Cl:18])=[CH:14][C:13]=1[CH2:19][CH2:20][S:21]([N:2]([CH3:3])[CH3:1])(=[O:23])=[O:22]. The yield is 0.990. (2) The reactants are F[C:2]1[CH:9]=[CH:8][CH:7]=[CH:6][C:3]=1[C:4]#[N:5].O.[NH2:11][NH2:12]. The catalyst is C(O)CCC. The product is [NH2:5][C:4]1[C:3]2[CH:6]=[CH:7][CH:8]=[CH:9][C:2]=2[NH:12][N:11]=1. The yield is 0.440.